From a dataset of Reaction yield outcomes from USPTO patents with 853,638 reactions. Predict the reaction yield, written as a fraction of the theoretical maximum amount of product (1.0 means a 100% yield; for example, 0.34 means a 34% yield). (1) The reactants are [F:1][C:2]([F:7])([F:6])[C:3]([CH3:5])=O.[Cl:8][C:9]1[C:10](=[N:15][NH2:16])[NH:11][CH:12]=[CH:13][CH:14]=1. No catalyst specified. The product is [F:1][C:2]([F:7])([F:6])[C:3](=[N:16][N:15]=[C:10]1[C:9]([Cl:8])=[CH:14][CH:13]=[CH:12][NH:11]1)[CH3:5]. The yield is 0.660. (2) The reactants are Cl[C:2]1[CH:11]=[CH:10][C:9]2[C:8](=[O:12])[CH2:7][CH2:6][CH2:5][C:4]=2[N:3]=1.[O:13]=[C:14]1[CH2:22][C:21]2[C:16](=[CH:17][CH:18]=[C:19]([C:23]#[N:24])[CH:20]=2)[NH:15]1.C[Si]([N-][Si](C)(C)C)(C)C.[Na+]. The catalyst is O1CCCC1. The product is [OH:13][C:14]1[NH:15][C:16]2[C:21]([C:22]=1[C:2]1[CH:11]=[CH:10][C:9]3[C:8](=[O:12])[CH2:7][CH2:6][CH2:5][C:4]=3[N:3]=1)=[CH:20][C:19]([C:23]#[N:24])=[CH:18][CH:17]=2. The yield is 0.200. (3) The reactants are Cl[C:2]1[N:7]=[CH:6][N:5]=[C:4]([NH:8][C:9]2[CH:14]=[CH:13][CH:12]=[C:11]([NH2:15])[N:10]=2)[CH:3]=1.[CH3:16][C:17]1[CH:18]=[C:19]([OH:23])[CH:20]=[CH:21][CH:22]=1.C([O-])([O-])=O.[K+].[K+]. The catalyst is CN(C=O)C.CCOC(C)=O. The product is [CH3:16][C:17]1[CH:18]=[C:19]([CH:20]=[CH:21][CH:22]=1)[O:23][C:2]1[N:7]=[CH:6][N:5]=[C:4]([NH:8][C:9]2[CH:14]=[CH:13][CH:12]=[C:11]([NH2:15])[N:10]=2)[CH:3]=1. The yield is 0.750. (4) The reactants are [Cl:1][C:2]1[C:10]2[N:9]([CH2:11][C:12](OCC)=[O:13])[C:8]3[CH2:17][CH2:18][N:19]([C:22]([O:24][C:25]([CH3:28])([CH3:27])[CH3:26])=[O:23])[CH2:20][CH2:21][C:7]=3[C:6]=2[CH:5]=[CH:4][C:3]=1[Cl:29].[Li+].[BH4-].[OH-].[Na+].CCOC(C)=O. The catalyst is C1COCC1.O. The product is [Cl:1][C:2]1[C:10]2[N:9]([CH2:11][CH2:12][OH:13])[C:8]3[CH2:17][CH2:18][N:19]([C:22]([O:24][C:25]([CH3:27])([CH3:26])[CH3:28])=[O:23])[CH2:20][CH2:21][C:7]=3[C:6]=2[CH:5]=[CH:4][C:3]=1[Cl:29]. The yield is 0.640. (5) The reactants are [Cl:1][C:2]1[CH:7]=[C:6](Cl)[N:5]=[C:4]([O:9][CH3:10])[N:3]=1.[NH2:11][NH2:12].C(=O)([O-])[O-].[K+].[K+]. The catalyst is O1CCCC1. The product is [Cl:1][C:2]1[N:3]=[C:4]([O:9][CH3:10])[N:5]=[C:6]([NH:11][NH2:12])[CH:7]=1. The yield is 0.390. (6) The reactants are N(C(OC(C)(C)C)=O)=NC(OC(C)(C)C)=O.[OH:17][C@H:18]1[CH2:22][CH2:21][N:20]([C:23]([O:25][C:26]([CH3:29])([CH3:28])[CH3:27])=[O:24])[CH2:19]1.[F:30][C:31]([F:35])([F:34])[CH2:32]O.C1(P(C2C=CC=CC=2)C2C=CC=CC=2)C=CC=CC=1. The catalyst is C1COCC1. The product is [F:30][C:31]([F:35])([F:34])[CH2:32][O:17][C@@H:18]1[CH2:22][CH2:21][N:20]([C:23]([O:25][C:26]([CH3:29])([CH3:28])[CH3:27])=[O:24])[CH2:19]1. The yield is 0.440. (7) The product is [F:1][C:2]1[C:3]2[C:12](=[C:11]([OH:19])[C:10]3[C:9](=[O:20])[C:8]4[C:7]([C:6](=[O:21])[C:5]=3[C:4]=2[OH:22])=[C:28]([OH:27])[C:29]2[C:25](=[C:24]([F:23])[C:32]([F:33])=[C:31]([F:34])[C:30]=2[F:35])[C:26]=4[OH:37])[C:13]([F:18])=[C:14]([F:17])[C:15]=1[F:16]. No catalyst specified. The reactants are [F:1][C:2]1[C:15]([F:16])=[C:14]([F:17])[C:13]([F:18])=[C:12]2[C:3]=1[C:4]([OH:22])=[C:5]1[C:10](=[C:11]2[OH:19])[C:9](=[O:20])[CH2:8][CH2:7][C:6]1=[O:21].[F:23][C:24]1[C:32]([F:33])=[C:31]([F:34])[C:30]([F:35])=[C:29]2[C:25]=1[C:26](=[O:37])[O:27][C:28]2=O.[Cl-].[Al+3].[Cl-].[Cl-].[Cl-].[Na+].Cl. The yield is 0.850. (8) The reactants are [NH2:1][CH2:2][CH2:3][O:4][C:5]1[C:10]([CH3:11])=[CH:9][C:8]([C:12]2[NH:21][C:20](=[O:22])[C:19]3[C:14](=[CH:15][C:16]([O:25][CH3:26])=[CH:17][C:18]=3[O:23][CH3:24])[N:13]=2)=[CH:7][C:6]=1[CH3:27].[CH3:28][O:29][C:30]1[CH:35]=[CH:34][C:33]([S:36](Cl)(=[O:38])=[O:37])=[CH:32][CH:31]=1.C(N(CC)CC)C. The catalyst is C(Cl)Cl. The product is [CH3:24][O:23][C:18]1[CH:17]=[C:16]([O:25][CH3:26])[CH:15]=[C:14]2[C:19]=1[C:20](=[O:22])[NH:21][C:12]([C:8]1[CH:9]=[C:10]([CH3:11])[C:5]([O:4][CH2:3][CH2:2][NH:1][S:36]([C:33]3[CH:32]=[CH:31][C:30]([O:29][CH3:28])=[CH:35][CH:34]=3)(=[O:38])=[O:37])=[C:6]([CH3:27])[CH:7]=1)=[N:13]2. The yield is 0.530. (9) The reactants are CC1(C)COB([C:8]2[CH:29]=[CH:28][C:11]3[C:12]4[N:16]([CH2:17][CH2:18][O:19][C:10]=3[CH:9]=2)[CH:15]=[C:14]([C:20]2[N:21]([CH:25]([CH3:27])[CH3:26])[N:22]=[CH:23][N:24]=2)[N:13]=4)OC1.Cl.N[OH:33].[OH-].[Na+]. The catalyst is [Cl-].[NH4+]. The product is [CH:25]([N:21]1[C:20]([C:14]2[N:13]=[C:12]3[C:11]4[CH:28]=[CH:29][C:8]([OH:33])=[CH:9][C:10]=4[O:19][CH2:18][CH2:17][N:16]3[CH:15]=2)=[N:24][CH:23]=[N:22]1)([CH3:27])[CH3:26]. The yield is 0.430. (10) The reactants are [CH3:1][N:2]1[C:10]2[C:5](=[CH:6][C:7]([NH2:11])=[CH:8][CH:9]=2)[CH:4]=[N:3]1.C([N:19]1[CH:23]=[CH:22][N:21]=[CH:20]1)([N:19]1[CH:23]=[CH:22][N:21]=[CH:20]1)=O.[NH2:24][C:25]1[CH:39]=[CH:38][C:28]([O:29][C:30]2[CH:31]=CC(C#N)=N[CH:35]=2)=[CH:27][CH:26]=1.C1C[O:43][CH2:42]C1. The catalyst is ClCCCl. The product is [C:23]([C:22]1[CH:31]=[C:30]([O:29][C:28]2[CH:38]=[CH:39][C:25]([NH:24][C:42]([NH:11][C:7]3[CH:6]=[C:5]4[C:10](=[CH:9][CH:8]=3)[N:2]([CH3:1])[N:3]=[CH:4]4)=[O:43])=[CH:26][CH:27]=2)[CH:35]=[CH:20][N:21]=1)#[N:19]. The yield is 0.700.